This data is from Forward reaction prediction with 1.9M reactions from USPTO patents (1976-2016). The task is: Predict the product of the given reaction. (1) Given the reactants [CH3:1][C@@H:2]1[NH:7][C@@H:6]([CH3:8])[CH2:5][NH:4][C:3]1=[O:9].[CH2:10]=O.[BH4-].[Na+], predict the reaction product. The product is: [CH3:1][C@@H:2]1[N:7]([CH3:10])[C@@H:6]([CH3:8])[CH2:5][NH:4][C:3]1=[O:9]. (2) Given the reactants [OH:1][C:2]1[CH:3]=[C:4]([CH:8]=[CH:9][CH:10]=1)[CH2:5][CH2:6][OH:7].[Si:11](Cl)([C:14]([CH3:17])([CH3:16])[CH3:15])([CH3:13])[CH3:12].N1C=CC=CC=1, predict the reaction product. The product is: [C:14]([Si:11]([CH3:13])([CH3:12])[O:7][CH2:6][CH2:5][C:4]1[CH:3]=[C:2]([OH:1])[CH:10]=[CH:9][CH:8]=1)([CH3:17])([CH3:16])[CH3:15]. (3) Given the reactants CS(C)=O.C(Cl)(=O)C(Cl)=O.[OH:11][CH2:12][CH2:13][CH:14]1[CH2:19][CH2:18][N:17]([C:20]([O:22][C:23]([CH3:26])([CH3:25])[CH3:24])=[O:21])[CH2:16][CH2:15]1.C(N(CC)CC)C, predict the reaction product. The product is: [O:11]=[CH:12][CH2:13][CH:14]1[CH2:15][CH2:16][N:17]([C:20]([O:22][C:23]([CH3:26])([CH3:25])[CH3:24])=[O:21])[CH2:18][CH2:19]1. (4) The product is: [C:1]([C:4]1[CH:5]=[C:6]([C:10]2[CH:15]=[CH:14][C:13]([O:16][CH3:17])=[C:12]([CH2:18][N:19]([C:41]([C:40]3[S:39][C:38]4[C:44]([F:49])=[CH:45][CH:46]=[C:47]([F:48])[C:37]=4[C:36]=3[Cl:35])=[O:42])[CH:20]3[CH2:25][CH2:24][CH:23]([N:26]([CH3:34])[C:27](=[O:33])[O:28][C:29]([CH3:30])([CH3:32])[CH3:31])[CH2:22][CH2:21]3)[CH:11]=2)[CH:7]=[CH:8][CH:9]=1)(=[O:3])[CH3:2]. Given the reactants [C:1]([C:4]1[CH:5]=[C:6]([C:10]2[CH:15]=[CH:14][C:13]([O:16][CH3:17])=[C:12]([CH2:18][NH:19][CH:20]3[CH2:25][CH2:24][CH:23]([N:26]([CH3:34])[C:27](=[O:33])[O:28][C:29]([CH3:32])([CH3:31])[CH3:30])[CH2:22][CH2:21]3)[CH:11]=2)[CH:7]=[CH:8][CH:9]=1)(=[O:3])[CH3:2].[Cl:35][C:36]1[C:37]2[C:47]([F:48])=[CH:46][CH:45]=[C:44]([F:49])[C:38]=2[S:39][C:40]=1[C:41](Cl)=[O:42], predict the reaction product. (5) Given the reactants [Cl:1][C:2]1[CH:3]=[C:4]([OH:9])[CH:5]=[C:6]([Cl:8])[CH:7]=1.[OH:10][C:11]1[CH:12]=[CH:13][CH:14]=[C:15]2[C:20]=1[N:19]=[C:18](C)[CH:17]=[CH:16]2.[NH3:22], predict the reaction product. The product is: [Cl:1][C:2]1[CH:3]=[C:4]([CH:5]=[C:6]([Cl:8])[CH:7]=1)[O:9][CH2:6][CH2:7][CH2:2][CH:3]([CH3:4])[O:10][C:11]1[CH:12]=[CH:13][CH:14]=[C:15]2[C:20]=1[N:19]=[C:18]([NH2:22])[CH:17]=[CH:16]2. (6) Given the reactants [C:1]([O:5][C:6]([NH:8][C:9]1([C@H:12]2[CH2:16][N:15]([C@H:17]([C:19]3[CH:24]=[CH:23][CH:22]=[CH:21][CH:20]=3)[CH3:18])[C:14](=O)[CH2:13]2)[CH2:11][CH2:10]1)=[O:7])([CH3:4])([CH3:3])[CH3:2].C(=O)([O-])[O-].[K+].[K+], predict the reaction product. The product is: [C:1]([O:5][C:6]([NH:8][C:9]1([C@@H:12]2[CH2:13][CH2:14][N:15]([C@H:17]([C:19]3[CH:20]=[CH:21][CH:22]=[CH:23][CH:24]=3)[CH3:18])[CH2:16]2)[CH2:10][CH2:11]1)=[O:7])([CH3:2])([CH3:3])[CH3:4]. (7) Given the reactants Cl.Cl.Cl.Cl.[CH3:5][N:6]1[CH2:11][CH2:10][CH:9]([CH2:12][C@H:13]([C:15]([N:17]2[CH2:22][CH2:21][N:20]([CH:23]3[CH2:28][CH2:27][N:26]([CH3:29])[CH2:25][CH2:24]3)[CH2:19][CH2:18]2)=[O:16])[NH2:14])[CH2:8][CH2:7]1.[NH:30]1[C:38]2[C:33](=[CH:34][CH:35]=[C:36]([C:39](O)=[O:40])[CH:37]=2)[CH:32]=[CH:31]1, predict the reaction product. The product is: [NH:30]1[C:38]2[C:33](=[CH:34][CH:35]=[C:36]([C:39]([NH:14][C@@H:13]([C:15]([N:17]3[CH2:18][CH2:19][N:20]([CH:23]4[CH2:24][CH2:25][N:26]([CH3:29])[CH2:27][CH2:28]4)[CH2:21][CH2:22]3)=[O:16])[CH2:12][CH:9]3[CH2:10][CH2:11][N:6]([CH3:5])[CH2:7][CH2:8]3)=[O:40])[CH:37]=2)[CH:32]=[CH:31]1. (8) Given the reactants [CH2:1]([N:8]([CH2:12][C:13]1[CH:14]=[C:15]([CH:33]=[CH:34][C:35]=1[OH:36])[O:16][C:17]1[C:22]([CH3:23])=[CH:21][C:20]([NH:24][C:25](=[O:31])[C:26]([O:28]CC)=[O:27])=[CH:19][C:18]=1[CH3:32])[CH:9]([CH3:11])[CH3:10])[C:2]1[CH:7]=[CH:6][CH:5]=[CH:4][CH:3]=1.[OH-].[Na+], predict the reaction product. The product is: [CH2:1]([N:8]([CH2:12][C:13]1[CH:14]=[C:15]([CH:33]=[CH:34][C:35]=1[OH:36])[O:16][C:17]1[C:22]([CH3:23])=[CH:21][C:20]([NH:24][C:25](=[O:31])[C:26]([OH:28])=[O:27])=[CH:19][C:18]=1[CH3:32])[CH:9]([CH3:11])[CH3:10])[C:2]1[CH:7]=[CH:6][CH:5]=[CH:4][CH:3]=1. (9) Given the reactants [F:1][C:2]1[CH:3]=[CH:4][C:5](C)=[C:6]2[C:10]=1[N:9]([CH:11]([CH3:13])[CH3:12])[N:8]=[C:7]2[C:14]1[CH:19]=[CH:18][C:17]([O:20]C)=[CH:16][CH:15]=1.B(Br)(Br)Br.C1CCCCC=1, predict the reaction product. The product is: [F:1][C:2]1[CH:3]=[CH:4][CH:5]=[C:6]2[C:10]=1[N:9]([CH:11]([CH3:12])[CH3:13])[N:8]=[C:7]2[C:14]1[CH:15]=[CH:16][C:17]([OH:20])=[CH:18][CH:19]=1. (10) Given the reactants [CH2:1]([O:3][C:4]([C:6]1[CH:7]=[C:8]2[N:13]([CH:14]=1)[CH:12]=[CH:11][C:10]([CH2:15][OH:16])=[CH:9]2)=[O:5])[CH3:2].Br[C:18]1[CH:19]=[CH:20][C:21]([CH3:24])=[N:22][CH:23]=1, predict the reaction product. The product is: [CH2:1]([O:3][C:4]([C:6]1[CH:7]=[C:8]2[N:13]([C:14]=1[C:18]1[CH:23]=[N:22][C:21]([CH3:24])=[CH:20][CH:19]=1)[CH:12]=[CH:11][C:10]([CH2:15][OH:16])=[CH:9]2)=[O:5])[CH3:2].